Dataset: Peptide-MHC class II binding affinity with 134,281 pairs from IEDB. Task: Regression. Given a peptide amino acid sequence and an MHC pseudo amino acid sequence, predict their binding affinity value. This is MHC class II binding data. (1) The peptide sequence is LLEFAVVLELAILSI. The MHC is DRB3_0101 with pseudo-sequence DRB3_0101. The binding affinity (normalized) is 0.115. (2) The binding affinity (normalized) is 0.217. The MHC is DRB1_0404 with pseudo-sequence DRB1_0404. The peptide sequence is LMSSLHLKRYYGRIL. (3) The peptide sequence is AKEKPQEGTVVAVGP. The MHC is DRB5_0101 with pseudo-sequence DRB5_0101. The binding affinity (normalized) is 0. (4) The peptide sequence is WASHIHLVIHRIRTL. The MHC is DRB5_0101 with pseudo-sequence DRB5_0101. The binding affinity (normalized) is 0.